Dataset: Catalyst prediction with 721,799 reactions and 888 catalyst types from USPTO. Task: Predict which catalyst facilitates the given reaction. (1) Reactant: [Cl:1][C:2]1[C:11]2[N:10]([CH3:12])[O:9][C@H:8]3[NH:13][C@H:14]([C:16]([O:18][C@@H:19]4[C@:28]5([OH:29])[C@H:23]([C@H:24]([C:31]([CH3:33])=[CH2:32])[CH2:25][CH2:26][C@H:27]5[CH3:30])[CH:22]=[C:21]([CH3:34])[C@H:20]4[OH:35])=[O:17])[CH2:15][C@@:7]3([OH:36])[C:6]=2[CH:5]=[CH:4][CH:3]=1.[C:37](O[C:37](=[O:41])[CH:38]([CH3:40])[CH3:39])(=[O:41])[CH:38]([CH3:40])[CH3:39]. Product: [Cl:1][C:2]1[C:11]2[N:10]([CH3:12])[O:9][C@H:8]3[NH:13][C@H:14]([C:16]([O:18][C@@H:19]4[C@:28]5([OH:29])[C@H:23]([C@H:24]([C:31]([CH3:33])=[CH2:32])[CH2:25][CH2:26][C@H:27]5[CH3:30])[CH:22]=[C:21]([CH3:34])[C@H:20]4[O:35][C:37](=[O:41])[CH:38]([CH3:40])[CH3:39])=[O:17])[CH2:15][C@@:7]3([OH:36])[C:6]=2[CH:5]=[CH:4][CH:3]=1. The catalyst class is: 119. (2) Reactant: [NH2:1][C:2]1[CH:3]=[CH:4][C:5]([CH3:21])=[C:6]([C:8]2[C:9](=[O:20])[N:10]([CH3:19])[C:11]3[C:16]([CH:17]=2)=[CH:15][N:14]=[C:13]([CH3:18])[CH:12]=3)[CH:7]=1.[C:22](N1C=CC=CC1=O)(N1C=CC=CC1=O)=[S:23]. Product: [N:1]([C:2]1[CH:3]=[CH:4][C:5]([CH3:21])=[C:6]([C:8]2[C:9](=[O:20])[N:10]([CH3:19])[C:11]3[C:16]([CH:17]=2)=[CH:15][N:14]=[C:13]([CH3:18])[CH:12]=3)[CH:7]=1)=[C:22]=[S:23]. The catalyst class is: 2. (3) Reactant: [CH3:1][C:2]1[CH2:3][N:4]([C:7]([O:9][C:10]([CH3:13])([CH3:12])[CH3:11])=[O:8])[CH2:5][CH:6]=1.C1C(=O)N(Br)C(=[O:17])C1.[OH-].[Na+]. Product: [CH3:1][C:2]12[O:17][CH:6]1[CH2:5][N:4]([C:7]([O:9][C:10]([CH3:13])([CH3:12])[CH3:11])=[O:8])[CH2:3]2. The catalyst class is: 38. (4) Reactant: [Br:1][C:2]1[CH:3]=[C:4]([CH:7]=[C:8]([Cl:10])[CH:9]=1)[CH:5]=O.[CH:11]1([NH2:14])[CH2:13][CH2:12]1.C([BH3-])#N.[Na+].C(O)(=O)C. Product: [Br:1][C:2]1[CH:3]=[C:4]([CH2:5][NH:14][CH:11]2[CH2:13][CH2:12]2)[CH:7]=[C:8]([Cl:10])[CH:9]=1. The catalyst class is: 36. (5) The catalyst class is: 21. Product: [Cl:1][C:2]1[C:3]([N:13]2[CH2:18][CH2:17][N:16]([C:19]([O:21][C:22]([CH3:25])([CH3:24])[CH3:23])=[O:20])[CH2:15][CH2:14]2)=[N:4][CH:5]=[C:6]([C:8]2[N:9]=[N:10][N:11]([CH2:32][CH3:33])[N:12]=2)[CH:7]=1. Reactant: [Cl:1][C:2]1[C:3]([N:13]2[CH2:18][CH2:17][N:16]([C:19]([O:21][C:22]([CH3:25])([CH3:24])[CH3:23])=[O:20])[CH2:15][CH2:14]2)=[N:4][CH:5]=[C:6]([C:8]2[N:9]=[N:10][NH:11][N:12]=2)[CH:7]=1.C([O-])([O-])=O.[K+].[K+].[CH2:32](I)[CH3:33]. (6) Reactant: [Cl:1][C:2]1[CH:7]=[CH:6][CH:5]=[C:4]([Cl:8])[C:3]=1[CH2:9][CH2:10][C:11]1[C:15]([C:16](OC)=[O:17])=[C:14]([CH:20]([CH3:22])[CH3:21])[O:13][N:12]=1.[H-].C([Al+]CC(C)C)C(C)C.C1(C)C=CC=CC=1.[C@H](O)(C([O-])=O)[C@@H](O)C([O-])=O.[Na+].[K+]. Product: [Cl:1][C:2]1[CH:7]=[CH:6][CH:5]=[C:4]([Cl:8])[C:3]=1[CH2:9][CH2:10][C:11]1[C:15]([CH2:16][OH:17])=[C:14]([CH:20]([CH3:22])[CH3:21])[O:13][N:12]=1. The catalyst class is: 36.